From a dataset of Reaction yield outcomes from USPTO patents with 853,638 reactions. Predict the reaction yield, written as a fraction of the theoretical maximum amount of product (1.0 means a 100% yield; for example, 0.34 means a 34% yield). (1) The reactants are [CH2:1]1[C:10]2[C:5](=[CH:6][CH:7]=[CH:8][CH:9]=2)[CH2:4][CH2:3][NH:2]1.C([O-])([O-])=O.[K+].[K+].Cl[CH2:18][C@H:19]1[CH2:21][O:20]1. The catalyst is CO. The product is [O:20]1[CH2:21][C@H:19]1[CH2:18][N:2]1[CH2:3][CH2:4][C:5]2[C:10](=[CH:9][CH:8]=[CH:7][CH:6]=2)[CH2:1]1. The yield is 0.700. (2) The catalyst is C(Cl)Cl.O. The reactants are Cl.[C:2]([C:6]1[CH:16]=[CH:15][CH:14]=[CH:13][C:7]=1[O:8][CH2:9][CH2:10][NH:11][CH3:12])([CH3:5])([CH3:4])[CH3:3].CCN(CC)CC.[N:24]([C:27]1[CH:36]=[CH:35][CH:34]=[CH:33][C:28]=1[C:29]([O:31][CH3:32])=[O:30])=[C:25]=[O:26]. The product is [C:2]([C:6]1[CH:16]=[CH:15][CH:14]=[CH:13][C:7]=1[O:8][CH2:9][CH2:10][N:11]([CH3:12])[C:25](=[O:26])[NH:24][C:27]1[CH:36]=[CH:35][CH:34]=[CH:33][C:28]=1[C:29]([O:31][CH3:32])=[O:30])([CH3:5])([CH3:3])[CH3:4]. The yield is 0.460. (3) The yield is 0.890. The catalyst is C(Cl)Cl. The product is [Cl:1][C:2]1[CH:3]=[CH:4][C:5]2[C:14]3[C:9](=[CH:10][N:11]=[C:12]([NH:15][C:16](=[O:18])[CH3:17])[CH:13]=3)[C:8](=[O:22])[N:7]([CH3:19])[C:6]=2[CH:20]=1. The reactants are [Cl:1][C:2]1[CH:3]=[CH:4][C:5]2[C:14]3[C:9](=[CH:10][N:11]=[C:12]([NH:15][C:16](=[O:18])[CH3:17])[CH:13]=3)[CH2:8][N:7]([CH3:19])[C:6]=2[CH:20]=1.[Mn]([O-])([O-])(=O)=[O:22].[Ba+2]. (4) The reactants are Br[C:2]1[C:11]2[C:6](=[CH:7][CH:8]=[CH:9][CH:10]=2)[CH:5]=[C:4]([NH:12][C:13]([C:15]2([C:18]3[CH:28]=[CH:27][C:21]4[O:22][C:23]([F:26])([F:25])[O:24][C:20]=4[CH:19]=3)[CH2:17][CH2:16]2)=[O:14])[N:3]=1.[C:29]([O:33][C:34]([C:36]1[CH:37]=[C:38](B(O)O)[CH:39]=[CH:40][CH:41]=1)=[O:35])([CH3:32])([CH3:31])[CH3:30].C([O-])([O-])=O.[Na+].[Na+]. The catalyst is COCCOC.C(OCC)(=O)C.C1C=CC([P]([Pd]([P](C2C=CC=CC=2)(C2C=CC=CC=2)C2C=CC=CC=2)([P](C2C=CC=CC=2)(C2C=CC=CC=2)C2C=CC=CC=2)[P](C2C=CC=CC=2)(C2C=CC=CC=2)C2C=CC=CC=2)(C2C=CC=CC=2)C2C=CC=CC=2)=CC=1. The product is [F:25][C:23]1([F:26])[O:22][C:21]2[CH:27]=[CH:28][C:18]([C:15]3([C:13]([NH:12][C:4]4[N:3]=[C:2]([C:40]5[CH:41]=[C:36]([CH:37]=[CH:38][CH:39]=5)[C:34]([O:33][C:29]([CH3:31])([CH3:32])[CH3:30])=[O:35])[C:11]5[C:6]([CH:5]=4)=[CH:7][CH:8]=[CH:9][CH:10]=5)=[O:14])[CH2:17][CH2:16]3)=[CH:19][C:20]=2[O:24]1. The yield is 0.970. (5) The reactants are FC(F)(F)C(O)=O.C(OC([N:15]1[CH2:21][CH2:20][CH2:19][CH:18]([N:22]([CH2:28][C:29]2[CH:34]=[C:33]([C:35]([F:38])([F:37])[F:36])[CH:32]=[C:31]([C:39]([F:42])([F:41])[F:40])[CH:30]=2)[C:23]2[NH:27][N:26]=[N:25][N:24]=2)[C:17]2[CH:43]=[C:44]([CH3:51])[C:45]([C:47]([F:50])([F:49])[F:48])=[CH:46][C:16]1=2)=O)(C)(C)C.C(=O)([O-])[O-].[Na+].[Na+]. The catalyst is ClCCl. The product is [F:42][C:39]([F:40])([F:41])[C:31]1[CH:30]=[C:29]([CH:34]=[C:33]([C:35]([F:36])([F:37])[F:38])[CH:32]=1)[CH2:28][N:22]([CH:18]1[CH2:19][CH2:20][CH2:21][NH:15][C:16]2[CH:46]=[C:45]([C:47]([F:48])([F:49])[F:50])[C:44]([CH3:51])=[CH:43][C:17]1=2)[C:23]1[NH:27][N:26]=[N:25][N:24]=1. The yield is 0.850. (6) The reactants are [I:1][C:2]1[CH:12]=[CH:11][CH:10]=[C:4]2[C:5]([O:7][C:8](=[O:9])[C:3]=12)=[O:6].[CH3:13][C:14]1[CH:20]=[C:19]([C:21]([F:30])([C:26]([F:29])([F:28])[F:27])[C:22]([F:25])([F:24])[F:23])[CH:18]=[CH:17][C:15]=1[NH2:16]. The catalyst is C(#N)C. The product is [I:1][C:2]1[CH:12]=[CH:11][CH:10]=[C:4]([C:5]([NH:16][C:15]2[CH:17]=[CH:18][C:19]([C:21]([F:30])([C:22]([F:23])([F:24])[F:25])[C:26]([F:27])([F:28])[F:29])=[CH:20][C:14]=2[CH3:13])=[O:6])[C:3]=1[C:8]([OH:7])=[O:9]. The yield is 0.510. (7) The reactants are [Cl-].[Cl-].[CH3:3][C:4]1([Zr+2:10]C2(C)C=CC(C)=C2)[CH:8]=[CH:7][C:6]([CH3:9])=[CH:5]1.[C:18]([OH:24])(=[O:23])[C:19]([CH3:22])([CH3:21])[CH3:20].C(N(CC)CC)C. The catalyst is C1(C)C=CC=CC=1. The product is [C:18]([O-:24])(=[O:23])[C:19]([CH3:22])([CH3:21])[CH3:20].[C:18]([O-:24])(=[O:23])[C:19]([CH3:22])([CH3:21])[CH3:20].[C:18]([O-:24])(=[O:23])[C:19]([CH3:22])([CH3:21])[CH3:20].[CH3:3][C:4]1([Zr+3:10])[CH:8]=[CH:7][C:6]([CH3:9])=[CH:5]1. The yield is 0.880.